Dataset: Full USPTO retrosynthesis dataset with 1.9M reactions from patents (1976-2016). Task: Predict the reactants needed to synthesize the given product. (1) Given the product [CH2:1]([O:5][CH2:6][CH2:7][O:8][C:9]1[CH:14]=[CH:13][C:12]([C:15]2[CH:16]=[CH:17][C:18]3[N:24]4[CH2:25][CH2:26][CH2:27][CH:23]4[CH2:22][C:21]([C:28]([OH:30])=[O:29])=[CH:20][C:19]=3[CH:32]=2)=[CH:11][CH:10]=1)[CH2:2][CH2:3][CH3:4], predict the reactants needed to synthesize it. The reactants are: [CH2:1]([O:5][CH2:6][CH2:7][O:8][C:9]1[CH:14]=[CH:13][C:12]([C:15]2[CH:16]=[CH:17][C:18]3[N:24]4[CH2:25][CH2:26][CH2:27][CH:23]4[CH2:22][C:21]([C:28]([O:30]C)=[O:29])=[CH:20][C:19]=3[CH:32]=2)=[CH:11][CH:10]=1)[CH2:2][CH2:3][CH3:4].C(O)(=O)C.[OH-].[Na+].Cl. (2) Given the product [CH3:1][O:2][CH:3]([C:20]1[CH:21]=[CH:22][CH:23]=[CH:24][CH:25]=1)[CH:4]1[CH2:9][CH2:8][N:7]([C:10]2[CH:19]=[CH:18][C:13]([C:14]([NH:16][NH:17][C:34]([C:33]3[CH:37]=[CH:38][C:30]([C:28]([O:27][CH3:26])=[O:29])=[CH:31][CH:32]=3)=[O:35])=[O:15])=[CH:12][CH:11]=2)[CH2:6][CH2:5]1, predict the reactants needed to synthesize it. The reactants are: [CH3:1][O:2][CH:3]([C:20]1[CH:25]=[CH:24][CH:23]=[CH:22][CH:21]=1)[CH:4]1[CH2:9][CH2:8][N:7]([C:10]2[CH:19]=[CH:18][C:13]([C:14]([NH:16][NH2:17])=[O:15])=[CH:12][CH:11]=2)[CH2:6][CH2:5]1.[CH3:26][O:27][C:28]([C:30]1[CH:38]=[CH:37][C:33]([C:34](Cl)=[O:35])=[CH:32][CH:31]=1)=[O:29].O. (3) Given the product [F:19][C:14]1[CH:13]=[C:12]([C:7]2[CH:8]=[N:9][C:10]3[C:5]([N:6]=2)=[C:4]([C:20]([NH:22][CH2:23][C:24]([OH:26])=[O:25])=[O:21])[C:3]([OH:29])=[C:2]([C:38]2[CH:37]=[CH:36][CH:35]=[C:34]([O:33][CH:30]([CH3:32])[CH3:31])[CH:39]=2)[CH:11]=3)[CH:17]=[CH:16][C:15]=1[F:18], predict the reactants needed to synthesize it. The reactants are: Br[C:2]1[CH:11]=[C:10]2[C:5]([N:6]=[C:7]([C:12]3[CH:17]=[CH:16][C:15]([F:18])=[C:14]([F:19])[CH:13]=3)[CH:8]=[N:9]2)=[C:4]([C:20]([NH:22][CH2:23][C:24]([O:26]CC)=[O:25])=[O:21])[C:3]=1[OH:29].[CH:30]([O:33][C:34]1[CH:35]=[C:36](B(O)O)[CH:37]=[CH:38][CH:39]=1)([CH3:32])[CH3:31].C(=O)([O-])[O-].[K+].[K+].[OH-].[Na+]. (4) Given the product [Cl:1][C:2]1[CH:3]=[C:4]2[C:9](=[CH:10][CH:11]=1)[N:8]=[C:7]([C:12](=[O:16])[NH:24][CH3:23])[C:6]([C:14]([OH:13])=[O:15])=[C:5]2[C:17]1[CH:18]=[CH:19][CH:20]=[CH:21][CH:22]=1, predict the reactants needed to synthesize it. The reactants are: [Cl:1][C:2]1[CH:11]=[CH:10][C:9]2[N:8]=[C:7]3[C:12](=[O:16])[O:13][C:14](=[O:15])[C:6]3=[C:5]([C:17]3[CH:22]=[CH:21][CH:20]=[CH:19][CH:18]=3)[C:4]=2[CH:3]=1.[CH3:23][NH2:24]. (5) Given the product [O:1]1[CH:5]=[CH:4][C:3]([CH:6]=[CH:11][N+:8]([O-:10])=[O:9])=[CH:2]1, predict the reactants needed to synthesize it. The reactants are: [O:1]1[CH:5]=[CH:4][C:3]([CH:6]=O)=[CH:2]1.[N+:8]([CH3:11])([O-:10])=[O:9].[OH-].[Na+].Cl. (6) Given the product [Br:1][C:2]1[O:6][C:5]([C:7]2[O:8][C:15]([SH:16])=[N:10][N:9]=2)=[CH:4][CH:3]=1, predict the reactants needed to synthesize it. The reactants are: [Br:1][C:2]1[O:6][C:5]([C:7]([NH:9][NH2:10])=[O:8])=[CH:4][CH:3]=1.[OH-].[K+].CO.[C:15](=S)=[S:16]. (7) Given the product [F:29][C:26]([F:27])([F:28])[C:23]1[CH:22]=[CH:21][C:20]([C:15]2[CH2:16][CH2:17][CH2:18][CH2:19][C:14]=2[C:12]([NH:11][C:7]2[CH:6]=[C:5]3[C:10](=[CH:9][CH:8]=2)[CH2:1][N:2]([CH2:42][C:43]2[N:47]=[CH:46][N:45]([C:48]([C:49]4[CH:54]=[CH:53][CH:52]=[CH:51][CH:50]=4)([C:55]4[CH:56]=[CH:57][CH:58]=[CH:59][CH:60]=4)[C:61]4[CH:66]=[CH:65][CH:64]=[CH:63][CH:62]=4)[N:44]=2)[CH2:3][CH2:4]3)=[O:13])=[CH:25][CH:24]=1, predict the reactants needed to synthesize it. The reactants are: [CH2:1]1[C:10]2[C:5](=[CH:6][C:7]([NH:11][C:12]([C:14]3[CH2:19][CH2:18][CH2:17][CH2:16][C:15]=3[C:20]3[CH:25]=[CH:24][C:23]([C:26]([F:29])([F:28])[F:27])=[CH:22][CH:21]=3)=[O:13])=[CH:8][CH:9]=2)[CH2:4][CH2:3][NH:2]1.C(N(CC)CC)C.CS(O[CH2:42][C:43]1[N:47]=[CH:46][N:45]([C:48]([C:61]2[CH:66]=[CH:65][CH:64]=[CH:63][CH:62]=2)([C:55]2[CH:60]=[CH:59][CH:58]=[CH:57][CH:56]=2)[C:49]2[CH:54]=[CH:53][CH:52]=[CH:51][CH:50]=2)[N:44]=1)(=O)=O.O.